This data is from NCI-60 drug combinations with 297,098 pairs across 59 cell lines. The task is: Regression. Given two drug SMILES strings and cell line genomic features, predict the synergy score measuring deviation from expected non-interaction effect. (1) Drug 1: CCCS(=O)(=O)NC1=C(C(=C(C=C1)F)C(=O)C2=CNC3=C2C=C(C=N3)C4=CC=C(C=C4)Cl)F. Drug 2: CS(=O)(=O)OCCCCOS(=O)(=O)C. Cell line: COLO 205. Synergy scores: CSS=50.5, Synergy_ZIP=-1.54, Synergy_Bliss=3.36, Synergy_Loewe=-21.9, Synergy_HSA=3.83. (2) Drug 1: C1=CN(C(=O)N=C1N)C2C(C(C(O2)CO)O)O.Cl. Drug 2: CCC1(CC2CC(C3=C(CCN(C2)C1)C4=CC=CC=C4N3)(C5=C(C=C6C(=C5)C78CCN9C7C(C=CC9)(C(C(C8N6C=O)(C(=O)OC)O)OC(=O)C)CC)OC)C(=O)OC)O.OS(=O)(=O)O. Cell line: 786-0. Synergy scores: CSS=32.8, Synergy_ZIP=-4.94, Synergy_Bliss=4.38, Synergy_Loewe=1.95, Synergy_HSA=5.23. (3) Drug 2: CC1=C2C(C(=O)C3(C(CC4C(C3C(C(C2(C)C)(CC1OC(=O)C(C(C5=CC=CC=C5)NC(=O)C6=CC=CC=C6)O)O)OC(=O)C7=CC=CC=C7)(CO4)OC(=O)C)O)C)OC(=O)C. Synergy scores: CSS=58.4, Synergy_ZIP=4.88, Synergy_Bliss=2.68, Synergy_Loewe=-33.9, Synergy_HSA=1.72. Drug 1: CNC(=O)C1=CC=CC=C1SC2=CC3=C(C=C2)C(=NN3)C=CC4=CC=CC=N4. Cell line: OVCAR-8. (4) Drug 1: CC1=CC2C(CCC3(C2CCC3(C(=O)C)OC(=O)C)C)C4(C1=CC(=O)CC4)C. Drug 2: C1=NNC2=C1C(=O)NC=N2. Cell line: RPMI-8226. Synergy scores: CSS=1.12, Synergy_ZIP=1.75, Synergy_Bliss=7.95, Synergy_Loewe=-2.38, Synergy_HSA=0.0742. (5) Drug 1: C1=CC(=C2C(=C1NCCNCCO)C(=O)C3=C(C=CC(=C3C2=O)O)O)NCCNCCO. Drug 2: COC1=CC(=CC(=C1O)OC)C2C3C(COC3=O)C(C4=CC5=C(C=C24)OCO5)OC6C(C(C7C(O6)COC(O7)C8=CC=CS8)O)O. Cell line: IGROV1. Synergy scores: CSS=52.3, Synergy_ZIP=-1.19, Synergy_Bliss=-1.30, Synergy_Loewe=4.29, Synergy_HSA=6.66. (6) Drug 1: C1CCN(CC1)CCOC2=CC=C(C=C2)C(=O)C3=C(SC4=C3C=CC(=C4)O)C5=CC=C(C=C5)O. Drug 2: CCC1(CC2CC(C3=C(CCN(C2)C1)C4=CC=CC=C4N3)(C5=C(C=C6C(=C5)C78CCN9C7C(C=CC9)(C(C(C8N6C)(C(=O)OC)O)OC(=O)C)CC)OC)C(=O)OC)O.OS(=O)(=O)O. Cell line: 786-0. Synergy scores: CSS=37.1, Synergy_ZIP=9.81, Synergy_Bliss=7.32, Synergy_Loewe=-28.1, Synergy_HSA=6.31.